Task: Regression/Classification. Given a drug SMILES string, predict its absorption, distribution, metabolism, or excretion properties. Task type varies by dataset: regression for continuous measurements (e.g., permeability, clearance, half-life) or binary classification for categorical outcomes (e.g., BBB penetration, CYP inhibition). For this dataset (solubility_aqsoldb), we predict Y.. Dataset: Aqueous solubility values for 9,982 compounds from the AqSolDB database (1) The drug is C=CC(O)C(=O)OCC. The Y is 0.363 log mol/L. (2) The drug is CCCCN(CCCC)C(=S)[S-].CCCCN(CCCC)C(=S)[S-].[Zn+2]. The Y is -5.68 log mol/L. (3) The Y is -5.47 log mol/L. The compound is CCCCCCCCN(C)C.[B+3].[Cl-].[Cl-].[Cl-]. (4) The molecule is CCOC(=O)N(C)C(=O)CSP(=S)(OCC)OCC. The Y is -2.52 log mol/L. (5) The drug is O=C(C=CC=Cc1ccc2c(c1)OCO2)N1CCCCC1. The Y is -3.46 log mol/L. (6) The compound is CCNC1CN(CCCOC)S(=O)(=O)c2sc(S(N)(=O)=O)cc21. The Y is -2.95 log mol/L.